This data is from Full USPTO retrosynthesis dataset with 1.9M reactions from patents (1976-2016). The task is: Predict the reactants needed to synthesize the given product. (1) Given the product [C:1]([N:4]1[CH2:8][CH2:7][C:6]2([C:16]3[C:11](=[CH:12][CH:13]=[C:14]([CH:17]([OH:18])[CH3:28])[CH:15]=3)[N:10]([C:19]([NH:21][C:22]3[S:23][C:24]([Cl:27])=[CH:25][N:26]=3)=[O:20])[CH2:9]2)[CH2:5]1)(=[O:3])[CH3:2], predict the reactants needed to synthesize it. The reactants are: [C:1]([N:4]1[CH2:8][CH2:7][C:6]2([C:16]3[C:11](=[CH:12][CH:13]=[C:14]([CH:17]=[O:18])[CH:15]=3)[N:10]([C:19]([NH:21][C:22]3[S:23][C:24]([Cl:27])=[CH:25][N:26]=3)=[O:20])[CH2:9]2)[CH2:5]1)(=[O:3])[CH3:2].[CH3:28][Mg]Br. (2) Given the product [Si:6]([O:13][CH2:14][C:15]([N:22]([O:23][CH3:24])[CH3:21])=[O:17])([C:9]([CH3:10])([CH3:11])[CH3:12])([CH3:7])[CH3:8], predict the reactants needed to synthesize it. The reactants are: C([Mg]Cl)(C)C.[Si:6]([O:13][CH2:14][C:15]([O:17]CC)=O)([C:9]([CH3:12])([CH3:11])[CH3:10])([CH3:8])[CH3:7].Cl.[CH3:21][NH:22][O:23][CH3:24].